From a dataset of Full USPTO retrosynthesis dataset with 1.9M reactions from patents (1976-2016). Predict the reactants needed to synthesize the given product. (1) Given the product [Cl:18][CH2:2][C:3]1[C:8]([CH3:9])=[C:7]([O:10][CH2:11][CH2:12][CH2:13][O:14][CH3:15])[CH:6]=[CH:5][N:4]=1, predict the reactants needed to synthesize it. The reactants are: O[CH2:2][C:3]1[C:8]([CH3:9])=[C:7]([O:10][CH2:11][CH2:12][CH2:13][O:14][CH3:15])[CH:6]=[CH:5][N:4]=1.S(Cl)([Cl:18])=O. (2) Given the product [F:24][C:19]1[CH:20]=[C:21]2[C:16](=[CH:17][CH:18]=1)[N:15]=[C:14]([CH2:13][CH2:12][N:8]1[C:9](=[O:11])[C:10]3[C:2]([C:28]4[CH:29]=[CH:30][N:25]=[CH:26][CH:27]=4)=[CH:3][S:4][C:5]=3[CH:6]=[N:7]1)[CH:23]=[CH:22]2, predict the reactants needed to synthesize it. The reactants are: Br[C:2]1[C:10]2[C:9](=[O:11])[N:8]([CH2:12][CH2:13][C:14]3[CH:23]=[CH:22][C:21]4[C:16](=[CH:17][CH:18]=[C:19]([F:24])[CH:20]=4)[N:15]=3)[N:7]=[CH:6][C:5]=2[S:4][CH:3]=1.[N:25]1[CH:30]=[CH:29][C:28](B(O)O)=[CH:27][CH:26]=1.C([O-])([O-])=O.[K+].[K+]. (3) Given the product [NH2:25][C:11]1[N:12]=[CH:13][C:14]([C:38]2[CH:37]=[N:36][N:35]([C@@H:33]3[CH2:32][NH:31][C@H:30]([C:28]([OH:29])=[O:27])[CH2:34]3)[CH:39]=2)=[CH:15][C:10]=1[C:2]1[S:1][C:5]2[CH:6]=[CH:7][CH:8]=[CH:9][C:4]=2[N:3]=1, predict the reactants needed to synthesize it. The reactants are: [S:1]1[C:5]2[CH:6]=[CH:7][CH:8]=[CH:9][C:4]=2[N:3]=[C:2]1[C:10]1[C:11]([NH2:25])=[N:12][CH:13]=[C:14](B2OC(C)(C)C(C)(C)O2)[CH:15]=1.C[O:27][C:28]([C@@H:30]1[CH2:34][C@H:33]([N:35]2[CH:39]=[C:38](I)[CH:37]=[N:36]2)[CH2:32][N:31]1C(OCC1C=CC=CC=1)=O)=[O:29].[F-].[K+].O1CCOCC1. (4) Given the product [NH2:41][C:28]1[N:27]=[C:26]([CH3:25])[C:31]([C:18]2[CH:17]=[CH:16][C:15]([C:21]([F:24])([F:23])[F:22])=[C:14]([S:11]([NH:10][C:8]3[CH:7]=[CH:6][C:5]4[O:1][CH2:2][O:3][C:4]=4[CH:9]=3)(=[O:13])=[O:12])[CH:19]=2)=[CH:30][N:29]=1, predict the reactants needed to synthesize it. The reactants are: [O:1]1[C:5]2[CH:6]=[CH:7][C:8]([NH:10][S:11]([C:14]3[CH:19]=[C:18](Cl)[CH:17]=[CH:16][C:15]=3[C:21]([F:24])([F:23])[F:22])(=[O:13])=[O:12])=[CH:9][C:4]=2[O:3][CH2:2]1.[CH3:25][C:26]1[C:31](B2OC(C)(C)C(C)(C)O2)=[CH:30][N:29]=[C:28]([NH2:41])[N:27]=1.C(Cl)Cl. (5) Given the product [Cl:32][C:33]1[CH:34]=[C:35]([NH:36][C:6](=[O:8])[C:5]2[CH:9]=[CH:10][C:2]([CH3:1])=[C:3]([C:11]#[C:12][C:13]3[N:17]([CH3:18])[CH:16]=[N:15][CH:14]=3)[CH:4]=2)[CH:37]=[CH:38][C:39]=1[CH2:40][N:41]1[CH2:42][CH2:43][N:44]([CH3:47])[CH2:45][CH2:46]1, predict the reactants needed to synthesize it. The reactants are: [CH3:1][C:2]1[CH:10]=[CH:9][C:5]([C:6]([OH:8])=O)=[CH:4][C:3]=1[C:11]#[C:12][C:13]1[N:17]([CH3:18])[CH:16]=[N:15][CH:14]=1.CN1CCOCC1.C(Cl)(=O)C(Cl)=O.[Cl:32][C:33]1[CH:34]=[C:35]([CH:37]=[CH:38][C:39]=1[CH2:40][N:41]1[CH2:46][CH2:45][N:44]([CH3:47])[CH2:43][CH2:42]1)[NH2:36].NC1C=CC=CC=1.